Dataset: Reaction yield outcomes from USPTO patents with 853,638 reactions. Task: Predict the reaction yield, written as a fraction of the theoretical maximum amount of product (1.0 means a 100% yield; for example, 0.34 means a 34% yield). (1) The reactants are [CH2:1]([C:3]1([CH2:12][CH3:13])[O:7][CH:6]2[CH:8]=[CH:9][C:10](=[O:11])[CH:5]2[O:4]1)[CH3:2].[BH4-].[Na+]. The catalyst is CO. The product is [CH2:12]([C:3]1([CH2:1][CH3:2])[O:7][C@@H:6]2[CH:8]=[CH:9][C@H:10]([OH:11])[C@@H:5]2[O:4]1)[CH3:13]. The yield is 0.950. (2) The reactants are Cl[CH2:2][C:3](Cl)=[O:4].Cl.[F:7][C:8]1[CH:25]=[C:24]([F:26])[CH:23]=[CH:22][C:9]=1[CH2:10][C:11]1[N:16]=[CH:15][C:14]2[C:17]([CH3:21])([CH3:20])[CH2:18][NH:19][C:13]=2[CH:12]=1.C(N(CC)CC)C.[C:34]([O:38][C:39]([N:41]1[CH2:46][C@H:45]([CH2:47][OH:48])[NH:44][CH2:43][C@H:42]1[CH3:49])=[O:40])([CH3:37])([CH3:36])[CH3:35]. The catalyst is C(Cl)Cl. The product is [C:34]([O:38][C:39]([N:41]1[CH2:46][C@H:45]([CH2:47][OH:48])[N:44]([CH2:2][C:3]([N:19]2[C:13]3[CH:12]=[C:11]([CH2:10][C:9]4[CH:22]=[CH:23][C:24]([F:26])=[CH:25][C:8]=4[F:7])[N:16]=[CH:15][C:14]=3[C:17]([CH3:21])([CH3:20])[CH2:18]2)=[O:4])[CH2:43][C@H:42]1[CH3:49])=[O:40])([CH3:37])([CH3:36])[CH3:35]. The yield is 0.800. (3) The reactants are C([O:4][C@@H:5]1[CH2:10][CH2:9][N:8]([C:11]([O:13][C:14]([CH3:17])([CH3:16])[CH3:15])=[O:12])[C@@H:7]([C:18]2[CH:23]=[CH:22][C:21]([F:24])=[CH:20][CH:19]=2)[CH2:6]1)(=O)C.C(=O)([O-])[O-].[K+].[K+]. The catalyst is CO.O.C(OCC)(=O)C. The product is [F:24][C:21]1[CH:20]=[CH:19][C:18]([C@H:7]2[CH2:6][C@H:5]([OH:4])[CH2:10][CH2:9][N:8]2[C:11]([O:13][C:14]([CH3:17])([CH3:16])[CH3:15])=[O:12])=[CH:23][CH:22]=1. The yield is 0.990. (4) The reactants are [C:1]([C:4]1[C:9]([C:10]2[CH:15]=[CH:14][CH:13]=[CH:12][CH:11]=2)=[N:8][N:7]([CH2:16][CH3:17])[C:6](=[O:18])[C:5]=1[N+:19]([O-])=O)(=[O:3])[CH3:2].N[C:23]1[CH:32]=[CH:31][C:30]([F:33])=[C:29]2[C:24]=1[CH:25]=[CH:26][CH:27]=[N:28]2. The catalyst is C(O)C. The product is [C:1]([C:4]1[C:9]([C:10]2[CH:15]=[CH:14][CH:13]=[CH:12][CH:11]=2)=[N:8][N:7]([CH2:16][CH3:17])[C:6](=[O:18])[C:5]=1[NH:19][C:23]1[CH:32]=[CH:31][C:30]([F:33])=[C:29]2[C:24]=1[CH:25]=[CH:26][CH:27]=[N:28]2)(=[O:3])[CH3:2]. The yield is 0.667. (5) The reactants are [C:1]1([C:7]2[C:12]([OH:13])=[CH:11][CH:10]=[CH:9][N:8]=2)[CH:6]=[CH:5][CH:4]=[CH:3][CH:2]=1.[CH2:14]([Br:21])[C:15]1[CH:20]=[CH:19][CH:18]=[CH:17][CH:16]=1. The catalyst is C(#N)C. The product is [Br-:21].[C:15]1([CH2:14][N+:8]2[CH:9]=[CH:10][CH:11]=[C:12]([OH:13])[C:7]=2[C:1]2[CH:2]=[CH:3][CH:4]=[CH:5][CH:6]=2)[CH:20]=[CH:19][CH:18]=[CH:17][CH:16]=1. The yield is 0.810. (6) The reactants are Br[C:2]1[CH:3]=[C:4]([N:8]2[CH2:11][CH2:10][CH2:9]2)[CH:5]=[CH:6][CH:7]=1.[B:12]1([B:12]2[O:16][C:15]([CH3:18])([CH3:17])[C:14]([CH3:20])([CH3:19])[O:13]2)[O:16][C:15]([CH3:18])([CH3:17])[C:14]([CH3:20])([CH3:19])[O:13]1.C(Cl)Cl.C([O-])(=O)C.[K+]. The catalyst is CN(C)C=O.C(OCC)(=O)C.C1C=CC(P(C2C=CC=CC=2)[C-]2C=CC=C2)=CC=1.C1C=CC(P(C2C=CC=CC=2)[C-]2C=CC=C2)=CC=1.Cl[Pd]Cl.[Fe+2]. The product is [CH3:19][C:14]1([CH3:20])[C:15]([CH3:18])([CH3:17])[O:16][B:12]([C:2]2[CH:3]=[C:4]([N:8]3[CH2:11][CH2:10][CH2:9]3)[CH:5]=[CH:6][CH:7]=2)[O:13]1. The yield is 0.670.